From a dataset of Catalyst prediction with 721,799 reactions and 888 catalyst types from USPTO. Predict which catalyst facilitates the given reaction. (1) Reactant: [NH2:1][C:2]1[CH:11]=[CH:10][C:5]([C:6]([O:8]C)=[O:7])=[CH:4][C:3]=1[Cl:12].[OH-].[Na+]. Product: [NH2:1][C:2]1[CH:11]=[CH:10][C:5]([C:6]([OH:8])=[O:7])=[CH:4][C:3]=1[Cl:12]. The catalyst class is: 8. (2) Reactant: [F:1][C:2]1[CH:3]=[C:4]([NH:8][C:9](=[O:36])[CH2:10][C:11]2[NH:15][N:14]=[C:13]([NH:16][C:17]3[C:26]4[C:21](=[CH:22][C:23]([C:27]5[CH:35]=[CH:34][C:30]([C:31]([O-:33])=O)=[CH:29][CH:28]=5)=[CH:24][CH:25]=4)[N:20]=[CH:19][N:18]=3)[CH:12]=2)[CH:5]=[CH:6][CH:7]=1.[Na+].CCN=C=NCCCN(C)C.C1C=CC2N(O)N=NC=2C=1.[CH:59]1([CH2:62][N:63]2[CH2:68][CH2:67][NH:66][CH2:65][CH2:64]2)[CH2:61][CH2:60]1.CCN(C(C)C)C(C)C. Product: [CH:59]1([CH2:62][N:63]2[CH2:68][CH2:67][N:66]([C:31]([C:30]3[CH:34]=[CH:35][C:27]([C:23]4[CH:22]=[C:21]5[C:26]([C:17]([NH:16][C:13]6[CH:12]=[C:11]([CH2:10][C:9]([NH:8][C:4]7[CH:5]=[CH:6][CH:7]=[C:2]([F:1])[CH:3]=7)=[O:36])[NH:15][N:14]=6)=[N:18][CH:19]=[N:20]5)=[CH:25][CH:24]=4)=[CH:28][CH:29]=3)=[O:33])[CH2:65][CH2:64]2)[CH2:61][CH2:60]1. The catalyst class is: 3. (3) Reactant: [CH3:1][C:2]1[CH:7]=[CH:6][N:5]=[CH:4][C:3]=1[N:8]1[CH2:12][CH2:11][NH:10][C:9]1=[O:13].Br[C:15]1[S:23][C:22]2[CH:21]=[CH:20][N:19]=[C:18]([O:24][CH3:25])[C:17]=2[CH:16]=1.N[C@@H]1CCCC[C@H]1N.P([O-])([O-])([O-])=O.[K+].[K+].[K+]. Product: [CH3:25][O:24][C:18]1[C:17]2[CH:16]=[C:15]([N:10]3[CH2:11][CH2:12][N:8]([C:3]4[CH:4]=[N:5][CH:6]=[CH:7][C:2]=4[CH3:1])[C:9]3=[O:13])[S:23][C:22]=2[CH:21]=[CH:20][N:19]=1. The catalyst class is: 246. (4) Reactant: [CH3:1][C:2]([C:7]1[S:8][C:9]([C:12]2[CH:17]=[C:16]([NH:18][C:19]3[N:24]=[C:23]([C:25]([F:28])([F:27])[F:26])[CH:22]=[CH:21][N:20]=3)[CH:15]=[C:14]([CH3:29])[CH:13]=2)=[CH:10][N:11]=1)([CH3:6])[C:3]([OH:5])=O.C1C=CC2N(O)N=NC=2C=1.C(Cl)CCl.[CH:44]([NH:46][NH2:47])=[O:45].CCN(C(C)C)C(C)C. Product: [CH:44]([NH:46][NH:47][C:3](=[O:5])[C:2]([CH3:1])([C:7]1[S:8][C:9]([C:12]2[CH:17]=[C:16]([NH:18][C:19]3[N:24]=[C:23]([C:25]([F:28])([F:26])[F:27])[CH:22]=[CH:21][N:20]=3)[CH:15]=[C:14]([CH3:29])[CH:13]=2)=[CH:10][N:11]=1)[CH3:6])=[O:45]. The catalyst class is: 127. (5) Reactant: [C:1]1([C:7]2([O:23][CH2:22][C@H:12]([O:13][C:14](=[O:21])[C:15]3[CH:20]=[CH:19][CH:18]=[CH:17][CH:16]=3)[C@H:10]([OH:11])[CH2:9]2)[SH:8])[CH:6]=[CH:5][CH:4]=[CH:3][CH:2]=1.[CH3:24][S:25](Cl)(=[O:27])=[O:26]. Product: [C:1]1([C@@:7]2([O:23][CH2:22][C@H:12]([O:13][C:14](=[O:21])[C:15]3[CH:16]=[CH:17][CH:18]=[CH:19][CH:20]=3)[C@H:10]([O:11][S:25]([CH3:24])(=[O:27])=[O:26])[CH2:9]2)[SH:8])[CH:6]=[CH:5][CH:4]=[CH:3][CH:2]=1. The catalyst class is: 300. (6) Reactant: [Cl:1][C:2]1[CH:7]=[CH:6][CH:5]=[CH:4][C:3]=1[CH:8]([OH:10])[CH3:9].O1CCCC1.[H-].[Na+].[C:18]([O:22][C:23]([N:25]1[CH2:30][CH2:29][N:28]([C:31]2[N:36]=[C:35](Cl)[CH:34]=[CH:33][N:32]=2)[CH2:27][CH2:26]1)=[O:24])([CH3:21])([CH3:20])[CH3:19]. Product: [C:18]([O:22][C:23]([N:25]1[CH2:30][CH2:29][N:28]([C:31]2[N:32]=[C:33]([O:10][CH:8]([C:3]3[CH:4]=[CH:5][CH:6]=[CH:7][C:2]=3[Cl:1])[CH3:9])[CH:34]=[CH:35][N:36]=2)[CH2:27][CH2:26]1)=[O:24])([CH3:21])([CH3:19])[CH3:20]. The catalyst class is: 6. (7) Reactant: [I:1][C:2]1[CH:3]=[C:4]2[C:9](=[CH:10][CH:11]=1)[N:8]([CH2:12][CH2:13][CH3:14])[CH:7]=[C:6]([C:15]([O:17]CC)=[O:16])[C:5]2=[O:20].[OH-].[Na+]. Product: [I:1][C:2]1[CH:3]=[C:4]2[C:9](=[CH:10][CH:11]=1)[N:8]([CH2:12][CH2:13][CH3:14])[CH:7]=[C:6]([C:15]([OH:17])=[O:16])[C:5]2=[O:20]. The catalyst class is: 1.